Dataset: Full USPTO retrosynthesis dataset with 1.9M reactions from patents (1976-2016). Task: Predict the reactants needed to synthesize the given product. (1) Given the product [F:25][C:6]1[S:5][C:4]2[CH2:7][S:8][CH2:9][C:3]=2[C:2]=1[F:1], predict the reactants needed to synthesize it. The reactants are: [F:1][C:2]1[C:3]2[CH2:9][S:8][CH2:7][C:4]=2[S:5][CH:6]=1.C([Li])CCC.C1C=CC(S(N(S(C2C=CC=CC=2)(=O)=O)[F:25])(=O)=O)=CC=1. (2) Given the product [Cl:1][C:2]1[C:10]2[S:9][C:8](=[N:11][C:12](=[O:20])[C:13]3[CH:18]=[CH:17][CH:16]=[C:15]([Cl:19])[CH:14]=3)[N:7]([CH:26]([CH3:32])[C:27]([OH:29])=[O:28])[C:6]=2[CH:5]=[C:4]([C:21]([F:22])([F:24])[F:23])[CH:3]=1, predict the reactants needed to synthesize it. The reactants are: [Cl:1][C:2]1[C:10]2[S:9][C:8](=[N:11][C:12](=[O:20])[C:13]3[CH:18]=[CH:17][CH:16]=[C:15]([Cl:19])[CH:14]=3)[NH:7][C:6]=2[CH:5]=[C:4]([C:21]([F:24])([F:23])[F:22])[CH:3]=1.Br[CH:26]([CH3:32])[C:27]([O:29]CC)=[O:28].FC1C2SC(=NC(=O)C3C=CC=C(Cl)C=3)NC=2C=CC=1OC.BrCC(OCC)=O.